From a dataset of Full USPTO retrosynthesis dataset with 1.9M reactions from patents (1976-2016). Predict the reactants needed to synthesize the given product. The reactants are: [I-].[CH3:2][C:3]([CH3:34])([O:5][C:6]([N:8]1[CH2:13][CH2:12][CH:11]([CH2:14][P+](C2C=CC=CC=2)(C2C=CC=CC=2)C2C=CC=CC=2)[CH2:10][CH2:9]1)=[O:7])[CH3:4].[Li+].C[Si]([N-][Si](C)(C)C)(C)C.[CH3:45][S:46][C:47]1[CH:48]=[CH:49][C:50]2[O:54][C:53]([CH:55]=O)=[CH:52][C:51]=2[CH:57]=1. Given the product [C:3]([O:5][C:6]([N:8]1[CH2:9][CH2:10][CH:11]([CH:14]=[CH:55][C:53]2[O:54][C:50]3[CH:49]=[CH:48][C:47]([S:46][CH3:45])=[CH:57][C:51]=3[CH:52]=2)[CH2:12][CH2:13]1)=[O:7])([CH3:2])([CH3:4])[CH3:34], predict the reactants needed to synthesize it.